This data is from Reaction yield outcomes from USPTO patents with 853,638 reactions. The task is: Predict the reaction yield, written as a fraction of the theoretical maximum amount of product (1.0 means a 100% yield; for example, 0.34 means a 34% yield). (1) The reactants are CN(C(ON1N=NC2C=CC=NC1=2)=[N+](C)C)C.F[P-](F)(F)(F)(F)F.Cl.[F:26][C:27]1[CH:28]=[C:29]([NH:38][C:39]([C@H:41]2[C:50]3[C:45](=[CH:46][C:47]([CH2:51][O:52][CH3:53])=[CH:48][CH:49]=3)[CH2:44][CH2:43][NH:42]2)=[O:40])[CH:30]=[C:31]2[C:35]=1[C:34]([CH3:37])([CH3:36])[CH2:33][CH2:32]2.[C:54]([O:58][C:59](=[O:68])[CH2:60][C@@H:61]1[CH2:64][C@H:63]([C:65](O)=[O:66])[CH2:62]1)([CH3:57])([CH3:56])[CH3:55].CCN(C(C)C)C(C)C. The catalyst is O.CN(C=O)C. The product is [F:26][C:27]1[CH:28]=[C:29]([NH:38][C:39]([C@H:41]2[C:50]3[C:45](=[CH:46][C:47]([CH2:51][O:52][CH3:53])=[CH:48][CH:49]=3)[CH2:44][CH2:43][N:42]2[C:65]([C@@H:63]2[CH2:62][C@H:61]([CH2:60][C:59]([O:58][C:54]([CH3:57])([CH3:56])[CH3:55])=[O:68])[CH2:64]2)=[O:66])=[O:40])[CH:30]=[C:31]2[C:35]=1[C:34]([CH3:37])([CH3:36])[CH2:33][CH2:32]2. The yield is 0.940. (2) The reactants are [CH3:1][S:2][C:3](SC)=[CH:4][N+:5]([O-:7])=[O:6].[CH3:10][C:11]([C:13]1[CH:18]=[CH:17][CH:16]=[C:15]([NH2:19])[CH:14]=1)=[O:12]. No catalyst specified. The product is [CH3:1][S:2][C:3]([NH:19][C:15]1[CH:16]=[CH:17][CH:18]=[C:13]([C:11](=[O:12])[CH3:10])[CH:14]=1)=[CH:4][N+:5]([O-:7])=[O:6]. The yield is 0.650. (3) The catalyst is CCCCCCC.C(OCC)(=O)C. The yield is 0.270. The product is [CH:43]1([C:41]2[N:42]=[C:12]([C:9]3[CH:8]=[C:7]([O:15][CH2:16][C:17]([F:19])([F:20])[F:18])[C:6]([N:4]4[CH2:3][C:2]([F:1])([F:21])[CH2:5]4)=[CH:11][N:10]=3)[O:13][N:40]=2)[CH2:45][CH2:44]1. The reactants are [F:1][C:2]1([F:21])[CH2:5][N:4]([C:6]2[C:7]([O:15][CH2:16][C:17]([F:20])([F:19])[F:18])=[CH:8][C:9]([C:12](O)=[O:13])=[N:10][CH:11]=2)[CH2:3]1.C1N=CN(C(N2C=NC=C2)=O)C=1.CN(C=O)C.O[N:40]=[C:41]([CH:43]1[CH2:45][CH2:44]1)[NH2:42]. (4) The reactants are [NH2:1][C:2]1[N:7]=[C:6]([C:8]([F:11])([F:10])[F:9])[C:5]([C:12]2[CH:17]=[C:16]([N:18]3[C@@H:22]4[CH2:23][CH2:24][C@@H:25]([O:26][Si](C(C)(C)C)(C)C)[C@@H:21]4[O:20][C:19]3=[O:34])[N:15]=[C:14]([N:35]3[CH2:40][CH2:39][O:38][CH2:37][CH2:36]3)[N:13]=2)=[CH:4][N:3]=1.CCCC[N+](CCCC)(CCCC)CCCC.[F-]. The catalyst is C1COCC1. The product is [NH2:1][C:2]1[N:7]=[C:6]([C:8]([F:11])([F:10])[F:9])[C:5]([C:12]2[CH:17]=[C:16]([N:18]3[C@@H:22]4[CH2:23][CH2:24][C@@H:25]([OH:26])[C@@H:21]4[O:20][C:19]3=[O:34])[N:15]=[C:14]([N:35]3[CH2:40][CH2:39][O:38][CH2:37][CH2:36]3)[N:13]=2)=[CH:4][N:3]=1. The yield is 0.720. (5) The reactants are S(Cl)([Cl:3])=O.[Cl:5][C:6]1[CH:11]=[CH:10][C:9]([CH:12]=[CH:13][S:14](O)(=[O:16])=[O:15])=[C:8]([O:18][CH3:19])[CH:7]=1.C(OCC)(=O)C. The catalyst is CN(C=O)C. The product is [Cl:5][C:6]1[CH:11]=[CH:10][C:9]([CH:12]=[CH:13][S:14]([Cl:3])(=[O:16])=[O:15])=[C:8]([O:18][CH3:19])[CH:7]=1. The yield is 0.610. (6) The reactants are Br[C:2]1[N:7]=[C:6]2[S:8][C:9]([NH:11][C:12](=[O:23])[C:13]3[CH:18]=[CH:17][C:16]([C:19]([CH3:22])([CH3:21])[CH3:20])=[CH:15][CH:14]=3)=[N:10][C:5]2=[CH:4][CH:3]=1.CC1(C)C(C)(C)OB([C:32]2[CH:37]=[CH:36][N:35]=[CH:34][CH:33]=2)O1.C([O-])([O-])=O.[Na+].[Na+].C([O-])(O)=O.[Na+]. The catalyst is O1CCOCC1.CN(C=O)C.N#N.C1C=CC(P(C2C=CC=CC=2)[C-]2C=CC=C2)=CC=1.C1C=CC(P(C2C=CC=CC=2)[C-]2C=CC=C2)=CC=1.Cl[Pd]Cl.[Fe+2].C(Cl)Cl. The product is [C:19]([C:16]1[CH:17]=[CH:18][C:13]([C:12]([NH:11][C:9]2[S:8][C:6]3[C:5]([N:10]=2)=[CH:4][CH:3]=[C:2]([C:32]2[CH:37]=[CH:36][N:35]=[CH:34][CH:33]=2)[N:7]=3)=[O:23])=[CH:14][CH:15]=1)([CH3:22])([CH3:21])[CH3:20]. The yield is 0.500. (7) The reactants are C[O:2][C:3]([C:5]1[NH:6][C:7]2[C:12]([CH:13]=1)=[CH:11][CH:10]=[CH:9][C:8]=2[N+:14]([O-:16])=[O:15])=[O:4].[OH-].[Na+].Cl. The catalyst is O1CCCC1.O. The product is [N+:14]([C:8]1[CH:9]=[CH:10][CH:11]=[C:12]2[C:7]=1[NH:6][C:5]([C:3]([OH:4])=[O:2])=[CH:13]2)([O-:16])=[O:15]. The yield is 0.990. (8) The reactants are [CH:1]1([O:6][C:7]2[CH:8]=[C:9]([C:15]([C:17]3[CH:22]=[CH:21][CH:20]=[CH:19][CH:18]=3)=O)[CH:10]=[CH:11][C:12]=2[O:13][CH3:14])[CH2:5][CH2:4][CH2:3][CH2:2]1.C(OP([CH2:31][C:32]#[N:33])(=O)OCC)C.C[Si]([N-][Si](C)(C)C)(C)C.[Li+].COC1C=C(C(C2C=CC=C(OC)C=2)=CC#N)C=C(OC)C=1. The yield is 0.760. The product is [CH:1]1([O:6][C:7]2[CH:8]=[C:9]([C:15]([C:17]3[CH:22]=[CH:21][CH:20]=[CH:19][CH:18]=3)=[CH:31][C:32]#[N:33])[CH:10]=[CH:11][C:12]=2[O:13][CH3:14])[CH2:5][CH2:4][CH2:3][CH2:2]1. The catalyst is C1COCC1. (9) The reactants are [NH2:1][C:2]1[N:7]=[C:6]([CH2:8][O:9]/[N:10]=[C:11](/[C:19]2[CH:24]=[CH:23][CH:22]=[CH:21][CH:20]=2)\[C:12]2[N:16]([CH3:17])[C:15](=[O:18])[O:14][N:13]=2)[CH:5]=[CH:4][CH:3]=1.C(N(CC)CC)C.[C:32](O[C:32]([O:34][C:35]([CH3:38])([CH3:37])[CH3:36])=[O:33])([O:34][C:35]([CH3:38])([CH3:37])[CH3:36])=[O:33].FC(F)(F)C(O)=O. The catalyst is O1CCCC1. The product is [CH3:17][N:16]1[C:15](=[O:18])[O:14][N:13]=[C:12]1/[C:11](=[N:10]\[O:9][CH2:8][C:6]1[N:7]=[C:2]([NH:1][C:32](=[O:33])[O:34][C:35]([CH3:38])([CH3:37])[CH3:36])[CH:3]=[CH:4][CH:5]=1)/[C:19]1[CH:24]=[CH:23][CH:22]=[CH:21][CH:20]=1. The yield is 0.830. (10) The reactants are [F:1][C:2]([F:34])([F:33])[C:3]1[CH:28]=[C:27]([C:29]([F:32])([F:31])[F:30])[CH:26]=[CH:25][C:4]=1[CH2:5][O:6][C:7]1[CH:12]=[CH:11][C:10](/[CH:13]=[C:14]2\[NH:15][C:16](=[O:22])[N:17]([CH2:20][CH3:21])[C:18]\2=[NH:19])=[CH:9][C:8]=1[O:23][CH3:24].[CH3:35]C(C)([O-])C.[K+].CI.[Cl-].[NH4+]. The catalyst is O1CCCC1.C(OCC)(=O)C. The product is [F:34][C:2]([F:1])([F:33])[C:3]1[CH:28]=[C:27]([C:29]([F:31])([F:30])[F:32])[CH:26]=[CH:25][C:4]=1[CH2:5][O:6][C:7]1[CH:12]=[CH:11][C:10](/[CH:13]=[C:14]2\[N:15]([CH3:35])[C:16](=[O:22])[N:17]([CH2:20][CH3:21])[C:18]\2=[NH:19])=[CH:9][C:8]=1[O:23][CH3:24]. The yield is 0.400.